From a dataset of Forward reaction prediction with 1.9M reactions from USPTO patents (1976-2016). Predict the product of the given reaction. (1) Given the reactants [F:1][C:2]1[N:7]=[C:6]([N:8]2[CH2:13][CH2:12][NH:11][CH2:10][CH2:9]2)[CH:5]=[CH:4][CH:3]=1.C(=O)([O-])[O-].[K+].[K+].Br[CH2:21][CH2:22][CH2:23][CH2:24][N:25]1[C:29](=[O:30])[C:28]2=[CH:31][CH:32]=[CH:33][CH:34]=[C:27]2[C:26]1=[O:35], predict the reaction product. The product is: [F:1][C:2]1[N:7]=[C:6]([N:8]2[CH2:13][CH2:12][N:11]([CH2:21][CH2:22][CH2:23][CH2:24][N:25]3[C:29](=[O:30])[C:28]4[C:27](=[CH:34][CH:33]=[CH:32][CH:31]=4)[C:26]3=[O:35])[CH2:10][CH2:9]2)[CH:5]=[CH:4][CH:3]=1. (2) Given the reactants [Li+].[F:2][C:3]([F:23])([F:22])[C:4]1[CH:9]=[CH:8][C:7]([N:10]2[CH2:15][CH2:14][N:13]([CH2:16][CH2:17][CH2:18][C:19]([O-])=[O:20])[CH2:12][CH2:11]2)=[CH:6][CH:5]=1.C(N(C(C)C)CC)(C)C.F[P-](F)(F)(F)(F)F.CN(C)C(ON1C2C=CC=CC=2N=N1)=[N+](C)C.Cl.[F:58][C:59]1[CH:64]=[CH:63][C:62]([S:65]([C:68]2[CH:73]=[CH:72][C:71]([NH:74][CH:75]3[CH2:80][CH2:79][NH:78][CH2:77][CH2:76]3)=[CH:70][CH:69]=2)(=[O:67])=[O:66])=[CH:61][CH:60]=1, predict the reaction product. The product is: [F:58][C:59]1[CH:60]=[CH:61][C:62]([S:65]([C:68]2[CH:73]=[CH:72][C:71]([NH:74][CH:75]3[CH2:80][CH2:79][N:78]([C:19](=[O:20])[CH2:18][CH2:17][CH2:16][N:13]4[CH2:14][CH2:15][N:10]([C:7]5[CH:6]=[CH:5][C:4]([C:3]([F:2])([F:23])[F:22])=[CH:9][CH:8]=5)[CH2:11][CH2:12]4)[CH2:77][CH2:76]3)=[CH:70][CH:69]=2)(=[O:67])=[O:66])=[CH:63][CH:64]=1. (3) Given the reactants Br[C:2]1[CH:3]=[C:4]([S:8]([NH:11][C:12]2[CH:17]=[CH:16][C:15]([CH3:18])=[CH:14][C:13]=2[S:19]([NH2:22])(=[O:21])=[O:20])(=[O:10])=[O:9])[CH:5]=[CH:6][CH:7]=1.[F:23][C:24]([F:36])([F:35])[O:25][C:26]1[CH:27]=[C:28](B(O)O)[CH:29]=[CH:30][CH:31]=1.C1(P(C2CCCCC2)C2CCCCC2)CCCCC1.P([O-])([O-])([O-])=O.[K+].[K+].[K+], predict the reaction product. The product is: [CH3:18][C:15]1[CH:16]=[CH:17][C:12]([NH:11][S:8]([C:4]2[CH:5]=[CH:6][CH:7]=[C:2]([C:28]3[CH:29]=[CH:30][CH:31]=[C:26]([O:25][C:24]([F:23])([F:35])[F:36])[CH:27]=3)[CH:3]=2)(=[O:10])=[O:9])=[C:13]([S:19]([NH2:22])(=[O:21])=[O:20])[CH:14]=1. (4) Given the reactants [C:1]([O:5][C:6]([N:8]1[CH2:13][CH2:12][CH:11]([NH:14][CH2:15][C:16]2[S:20][C:19]([Cl:21])=[N:18][C:17]=2[Cl:22])[CH2:10][CH2:9]1)=[O:7])([CH3:4])([CH3:3])[CH3:2].C(O)(=O)C.[CH:27](=O)[CH:28]([CH3:30])[CH3:29].C(O[BH-](OC(=O)C)OC(=O)C)(=O)C.[Na+].ClC1SC(CO)=C(Cl)N=1, predict the reaction product. The product is: [C:1]([O:5][C:6]([N:8]1[CH2:13][CH2:12][CH:11]([N:14]([CH2:15][C:16]2[S:20][C:19]([Cl:21])=[N:18][C:17]=2[Cl:22])[CH2:27][CH:28]([CH3:30])[CH3:29])[CH2:10][CH2:9]1)=[O:7])([CH3:4])([CH3:2])[CH3:3]. (5) Given the reactants [Cl:1][C:2]1[S:6][C:5]([C:7]2[N:8]=[C:9]([CH2:12][NH2:13])[S:10][CH:11]=2)=[CH:4][CH:3]=1.C(O)(=O)C(O)=O.Cl[C:21]1[C:26]2=[CH:27][N:28]([CH2:30][C:31]3[CH:32]=[CH:33][C:34]4[N:35]([CH:37]=[C:38]([CH3:40])[N:39]=4)[CH:36]=3)[N:29]=[C:25]2[CH:24]=[CH:23][N:22]=1, predict the reaction product. The product is: [Cl:1][C:2]1[S:6][C:5]([C:7]2[N:8]=[C:9]([CH2:12][NH:13][C:21]3[C:26]4=[CH:27][N:28]([CH2:30][C:31]5[CH:32]=[CH:33][C:34]6[N:35]([CH:37]=[C:38]([CH3:40])[N:39]=6)[CH:36]=5)[N:29]=[C:25]4[CH:24]=[CH:23][N:22]=3)[S:10][CH:11]=2)=[CH:4][CH:3]=1.